Regression. Given a peptide amino acid sequence and an MHC pseudo amino acid sequence, predict their binding affinity value. This is MHC class I binding data. From a dataset of Peptide-MHC class I binding affinity with 185,985 pairs from IEDB/IMGT. (1) The binding affinity (normalized) is 1.00. The peptide sequence is GLLQFIVFL. The MHC is HLA-A02:02 with pseudo-sequence HLA-A02:02. (2) The peptide sequence is QQWIQFMMSR. The MHC is HLA-A03:01 with pseudo-sequence HLA-A03:01. The binding affinity (normalized) is 0.128. (3) The peptide sequence is RLYYDSMSY. The MHC is HLA-B07:02 with pseudo-sequence HLA-B07:02. The binding affinity (normalized) is 0.0847.